Dataset: Reaction yield outcomes from USPTO patents with 853,638 reactions. Task: Predict the reaction yield, written as a fraction of the theoretical maximum amount of product (1.0 means a 100% yield; for example, 0.34 means a 34% yield). (1) The reactants are C(N(CC)CC)C.ClC(OCC(C)C)=O.[CH3:16][O:17][C:18](=[O:29])[C:19]1[CH:27]=[C:26]([F:28])[CH:25]=[C:21]([C:22](O)=[O:23])[CH:20]=1.[BH4-].[Na+]. The catalyst is ClCCl.O. The product is [CH3:16][O:17][C:18](=[O:29])[C:19]1[CH:20]=[C:21]([CH2:22][OH:23])[CH:25]=[C:26]([F:28])[CH:27]=1. The yield is 0.540. (2) The reactants are [C:1]1(=O)[CH2:6][CH2:5][CH2:4][CH2:3][CH2:2]1.[CH3:8][O:9][C:10]([CH:12]=P(C1C=CC=CC=1)(C1C=CC=CC=1)C1C=CC=CC=1)=[O:11]. The catalyst is C1(C)C=CC=CC=1.C(OCC)(=O)C. The product is [CH3:8][O:9][C:10](=[O:11])[CH:12]=[C:1]1[CH2:6][CH2:5][CH2:4][CH2:3][CH2:2]1. The yield is 0.210. (3) The reactants are [CH2:1]([O:3][C:4]([C:6]1[N:7]([S:14]([CH3:17])(=[O:16])=[O:15])[CH:8]=[C:9]([N+:11]([O-])=O)[CH:10]=1)=[O:5])[CH3:2].[H][H]. The catalyst is C(O)C.[Pd]. The product is [CH2:1]([O:3][C:4]([C:6]1[N:7]([S:14]([CH3:17])(=[O:16])=[O:15])[CH:8]=[C:9]([NH2:11])[CH:10]=1)=[O:5])[CH3:2]. The yield is 0.990. (4) The reactants are [NH:1]1[CH2:5][CH2:4][CH2:3][CH2:2]1.[CH3:6][O:7][C@@H:8]1[CH2:16][N:15]2[C@H:10]([CH2:11][C:12](=O)[CH2:13][C:14]2=[O:17])[CH2:9]1. The catalyst is C(O)C. The product is [CH3:6][O:7][C@@H:8]1[CH2:16][N:15]2[C@@H:10]([CH2:11][C:12]([N:1]3[CH2:5][CH2:4][CH2:3][CH2:2]3)=[CH:13][C:14]2=[O:17])[CH2:9]1. The yield is 0.980. (5) The catalyst is C(=O)([O-])[O-].[Na+].[Na+].O1CCOCC1.C([O-])(=O)C.[Pd+2].C([O-])(=O)C. The product is [CH2:1]([O:8][C:9]([N:11]1[CH2:16][CH2:15][CH:14]([C:17](=[O:26])[NH:18][C:19]2[CH:24]=[C:23]([C:31]3[CH:32]=[CH:33][CH:34]=[CH:35][C:30]=3[O:29][CH2:27][CH3:28])[N:22]=[CH:21][N:20]=2)[CH2:13][CH2:12]1)=[O:10])[C:2]1[CH:7]=[CH:6][CH:5]=[CH:4][CH:3]=1. The reactants are [CH2:1]([O:8][C:9]([N:11]1[CH2:16][CH2:15][CH:14]([C:17](=[O:26])[NH:18][C:19]2[CH:24]=[C:23](Cl)[N:22]=[CH:21][N:20]=2)[CH2:13][CH2:12]1)=[O:10])[C:2]1[CH:7]=[CH:6][CH:5]=[CH:4][CH:3]=1.[CH2:27]([O:29][C:30]1[CH:35]=[CH:34][CH:33]=[CH:32][C:31]=1B(O)O)[CH3:28].C1(P(C2C=CC=CC=2)C2C=CC=CC=2)C=CC=CC=1. The yield is 0.500.